Dataset: Forward reaction prediction with 1.9M reactions from USPTO patents (1976-2016). Task: Predict the product of the given reaction. (1) Given the reactants C[O:2][C:3]([C:5]1([C:9]2[CH:14]=[CH:13][C:12]([NH:15][C:16]3[CH:21]=[C:20]([C:22]4[CH:27]=[CH:26][CH:25]=[CH:24][CH:23]=4)[N:19]=[C:18]([NH:28][C:29]([CH3:32])([CH3:31])[CH3:30])[N:17]=3)=[CH:11][CH:10]=2)[CH2:8][CH2:7][CH2:6]1)=[O:4].[OH-].[K+].O, predict the reaction product. The product is: [C:29]([NH:28][C:18]1[N:17]=[C:16]([NH:15][C:12]2[CH:13]=[CH:14][C:9]([C:5]3([C:3]([OH:4])=[O:2])[CH2:8][CH2:7][CH2:6]3)=[CH:10][CH:11]=2)[CH:21]=[C:20]([C:22]2[CH:27]=[CH:26][CH:25]=[CH:24][CH:23]=2)[N:19]=1)([CH3:32])([CH3:30])[CH3:31]. (2) Given the reactants Cl.[NH2:2][C:3]([CH3:8])([CH3:7])[C:4]#[C:5][CH3:6].[Br:9][CH:10]([CH2:14][CH3:15])[C:11](Br)=[O:12].C(N(CC)CC)C.O, predict the reaction product. The product is: [Br:9][CH:10]([CH2:14][CH3:15])[C:11]([NH:2][C:3]([CH3:8])([CH3:7])[C:4]#[C:5][CH3:6])=[O:12].